Dataset: Forward reaction prediction with 1.9M reactions from USPTO patents (1976-2016). Task: Predict the product of the given reaction. (1) Given the reactants C(O[C:4]1[CH2:10][C:9](=[O:11])[NH:8][C:7]2[CH:12]=[CH:13][CH:14]=[CH:15][C:6]=2[N:5]=1)C.[CH:16]1([C:22]([NH:24][NH2:25])=O)[CH2:21][CH2:20][CH2:19][CH2:18][CH2:17]1.CCOC(C)=O.C([O-])(O)=O.[Na+], predict the reaction product. The product is: [CH:16]1([C:22]2[N:5]3[C:4]([CH2:10][C:9](=[O:11])[NH:8][C:7]4[CH:12]=[CH:13][CH:14]=[CH:15][C:6]=43)=[N:25][N:24]=2)[CH2:21][CH2:20][CH2:19][CH2:18][CH2:17]1. (2) Given the reactants [NH2:1][C:2]1[N:3]=[N:4][C:5]([I:8])=[CH:6][CH:7]=1.Cl[CH2:10][C:11]([NH:13][C:14](=[O:20])[O:15][C:16]([CH3:19])([CH3:18])[CH3:17])=O.P([O-])([O-])(O)=O.[Na+].[Na+].O, predict the reaction product. The product is: [I:8][C:5]1[CH:6]=[CH:7][C:2]2[N:3]([CH:10]=[C:11]([NH:13][C:14](=[O:20])[O:15][C:16]([CH3:19])([CH3:18])[CH3:17])[N:1]=2)[N:4]=1. (3) Given the reactants [Br:1][C:2]1[CH:3]=[C:4]2[N:13]([CH3:14])[CH:12]=[CH:11][C:5]2=[N:6][C:7]=1[CH:8]([NH2:10])[CH3:9], predict the reaction product. The product is: [Br:1][C:2]1[CH:3]=[C:4]2[N:13]([CH3:14])[CH:12]=[CH:11][C:5]2=[N:6][C:7]=1[C@@H:8]([NH2:10])[CH3:9]. (4) Given the reactants Cl.[F:2][C:3]1[CH:8]=[CH:7][C:6]([NH:9][C:10]2[CH:15]=[CH:14][N:13]=[C:12]([NH:16][C:17]3[CH:22]=[CH:21][C:20]([S:23](Cl)(=[O:25])=[O:24])=[CH:19][CH:18]=3)[N:11]=2)=[CH:5][CH:4]=1.C(OC([N:34]1[CH2:38][CH2:37][CH2:36][CH:35]1[CH2:39][CH2:40][NH:41][CH:42]1[CH2:47][CH2:46][N:45]([CH3:48])[CH2:44][CH2:43]1)=O)(C)(C)C, predict the reaction product. The product is: [F:2][C:3]1[CH:8]=[CH:7][C:6]([NH:9][C:10]2[CH:15]=[CH:14][N:13]=[C:12]([NH:16][C:17]3[CH:22]=[CH:21][C:20]([S:23]([N:41]([CH:42]4[CH2:43][CH2:44][N:45]([CH3:48])[CH2:46][CH2:47]4)[CH2:40][CH2:39][C@H:35]4[CH2:36][CH2:37][CH2:38][NH:34]4)(=[O:25])=[O:24])=[CH:19][CH:18]=3)[N:11]=2)=[CH:5][CH:4]=1.